Task: Predict the reaction yield, written as a fraction of the theoretical maximum amount of product (1.0 means a 100% yield; for example, 0.34 means a 34% yield).. Dataset: Reaction yield outcomes from USPTO patents with 853,638 reactions The reactants are Cl.[OH:2][CH:3]1[O:11][C@H:10]([CH2:12][OH:13])[C@@H:8]([OH:9])[C@H:6]([OH:7])[C@H:4]1[NH2:5].[CH:14](=O)[C:15]1[CH:20]=[CH:19][C:18]([O:21][CH3:22])=[CH:17][CH:16]=1. The catalyst is [OH-].[Na+]. The product is [CH3:22][O:21][C:18]1[CH:19]=[CH:20][C:15]([CH:14]=[N:5][C@@H:4]2[C@@H:6]([OH:7])[C@H:8]([OH:9])[C@@H:10]([CH2:12][OH:13])[O:11][CH:3]2[OH:2])=[CH:16][CH:17]=1. The yield is 0.955.